Dataset: Merck oncology drug combination screen with 23,052 pairs across 39 cell lines. Task: Regression. Given two drug SMILES strings and cell line genomic features, predict the synergy score measuring deviation from expected non-interaction effect. (1) Drug 1: COc1cccc2c1C(=O)c1c(O)c3c(c(O)c1C2=O)CC(O)(C(=O)CO)CC3OC1CC(N)C(O)C(C)O1. Drug 2: NC(=O)c1cccc2cn(-c3ccc(C4CCCNC4)cc3)nc12. Cell line: LNCAP. Synergy scores: synergy=-3.26. (2) Drug 1: N#Cc1ccc(Cn2cncc2CN2CCN(c3cccc(Cl)c3)C(=O)C2)cc1. Drug 2: CC(C)CC(NC(=O)C(Cc1ccccc1)NC(=O)c1cnccn1)B(O)O. Cell line: A2058. Synergy scores: synergy=6.17. (3) Drug 1: CC(=O)OC1C(=O)C2(C)C(O)CC3OCC3(OC(C)=O)C2C(OC(=O)c2ccccc2)C2(O)CC(OC(=O)C(O)C(NC(=O)c3ccccc3)c3ccccc3)C(C)=C1C2(C)C. Drug 2: Cc1nc(Nc2ncc(C(=O)Nc3c(C)cccc3Cl)s2)cc(N2CCN(CCO)CC2)n1. Cell line: OV90. Synergy scores: synergy=37.6. (4) Drug 1: CC1CC2C3CCC4=CC(=O)C=CC4(C)C3(F)C(O)CC2(C)C1(O)C(=O)CO. Drug 2: NC(=O)c1cccc2cn(-c3ccc(C4CCCNC4)cc3)nc12. Cell line: SW837. Synergy scores: synergy=-7.89.